This data is from Reaction yield outcomes from USPTO patents with 853,638 reactions. The task is: Predict the reaction yield, written as a fraction of the theoretical maximum amount of product (1.0 means a 100% yield; for example, 0.34 means a 34% yield). (1) The reactants are Cl.[N:2]1[CH:7]=[CH:6][CH:5]=[CH:4][C:3]=1[C:8]1[CH2:9][CH2:10][NH:11][CH2:12][CH:13]=1.C=O.[CH3:16][C:17]1[CH:18]=[C:19]([CH:23]=[C:24]([CH3:26])[CH:25]=1)[C:20]([NH2:22])=[O:21].[C:27](=O)([O-])[O-].[K+].[K+]. The catalyst is C(O)C. The product is [N:2]1[CH:7]=[CH:6][CH:5]=[CH:4][C:3]=1[C:8]1[CH2:9][CH2:10][N:11]([CH2:27][NH:22][C:20](=[O:21])[C:19]2[CH:23]=[C:24]([CH3:26])[CH:25]=[C:17]([CH3:16])[CH:18]=2)[CH2:12][CH:13]=1. The yield is 0.560. (2) The reactants are [CH3:1][C:2]1[N:3]=[CH:4][S:5][C:6]=1[C:7]([OH:9])=O.ON1C2C=CC=CC=2N=N1.CN(C)CCCN=C=NCC.C(N(CC)C(C)C)(C)C.[CH2:40]([NH2:47])[C:41]1[CH:46]=[CH:45][CH:44]=[CH:43][CH:42]=1. The catalyst is CN(C)C=O.ClCCl. The product is [CH2:40]([NH:47][C:7]([C:6]1[S:5][CH:4]=[N:3][C:2]=1[CH3:1])=[O:9])[C:41]1[CH:46]=[CH:45][CH:44]=[CH:43][CH:42]=1. The yield is 0.600.